This data is from Full USPTO retrosynthesis dataset with 1.9M reactions from patents (1976-2016). The task is: Predict the reactants needed to synthesize the given product. (1) Given the product [C:12]([O:20][CH2:21][O:22][C:23](=[O:33])[NH:24][CH2:25][CH2:26][CH2:27][C:28]([CH3:31])([CH3:32])[CH2:29][O:30][S:2]([CH2:5][CH2:6][CH2:7][NH:8][C:9](=[O:11])[CH3:10])(=[O:4])=[O:3])(=[O:19])[C:13]1[CH:14]=[CH:15][CH:16]=[CH:17][CH:18]=1, predict the reactants needed to synthesize it. The reactants are: Cl[S:2]([CH2:5][CH2:6][CH2:7][NH:8][C:9](=[O:11])[CH3:10])(=[O:4])=[O:3].[C:12]([O:20][CH2:21][O:22][C:23](=[O:33])[NH:24][CH2:25][CH2:26][CH2:27][C:28]([CH3:32])([CH3:31])[CH2:29][OH:30])(=[O:19])[C:13]1[CH:18]=[CH:17][CH:16]=[CH:15][CH:14]=1.C(N(CC)CC)C. (2) Given the product [OH:31][C@H:30]([C:29]1[C:21]([CH3:20])=[C:22]2[C:26](=[CH:27][CH:28]=1)[C:25](=[O:33])[O:24][CH2:23]2)[CH2:32][N:17]1[CH2:18][CH2:19][C:12]2([CH2:11][N:10]([C:8]3[S:9][C:5]([S:2]([CH3:1])(=[O:3])=[O:4])=[CH:6][N:7]=3)[CH2:14][CH2:13]2)[CH2:15][CH2:16]1, predict the reactants needed to synthesize it. The reactants are: [CH3:1][S:2]([C:5]1[S:9][C:8]([N:10]2[CH2:14][CH2:13][C:12]3([CH2:19][CH2:18][NH:17][CH2:16][CH2:15]3)[CH2:11]2)=[N:7][CH:6]=1)(=[O:4])=[O:3].[CH3:20][C:21]1[C:29]([C@@H:30]2[CH2:32][O:31]2)=[CH:28][CH:27]=[C:26]2[C:22]=1[CH2:23][O:24][C:25]2=[O:33].